From a dataset of Reaction yield outcomes from USPTO patents with 853,638 reactions. Predict the reaction yield, written as a fraction of the theoretical maximum amount of product (1.0 means a 100% yield; for example, 0.34 means a 34% yield). (1) The reactants are [Si:1]([O:8]S(C(F)(F)F)(=O)=O)([C:4]([CH3:7])([CH3:6])[CH3:5])([CH3:3])[CH3:2].[Si:16]([O:23][C@@H:24]([C@@H:51]([CH3:98])/[CH:52]=[CH:53]\[C@@H:54]([O:90][Si:91]([C:94]([CH3:97])([CH3:96])[CH3:95])([CH3:93])[CH3:92])[CH2:55][C@H:56]([O:82][Si:83]([C:86]([CH3:89])([CH3:88])[CH3:87])([CH3:85])[CH3:84])[C@H:57]([CH3:81])/[CH:58]=[CH:59]/[CH2:60][O:61][C:62]([C:75]1[CH:80]=[CH:79][CH:78]=[CH:77][CH:76]=1)([C:69]1[CH:74]=[CH:73][CH:72]=[CH:71][CH:70]=1)[C:63]1[CH:68]=[CH:67][CH:66]=[CH:65][CH:64]=1)[C@@H:25]([CH3:50])[CH2:26][C@@H:27]([CH3:49])[CH2:28][CH2:29][C@@H:30](O)[C@@H:31]([C@@H:33]1[C@@H:38]([CH3:39])[CH2:37][O:36][CH:35]([C:40]2[CH:45]=[CH:44][C:43]([O:46][CH3:47])=[CH:42][CH:41]=2)[O:34]1)[CH3:32])([C:19]([CH3:22])([CH3:21])[CH3:20])([CH3:18])[CH3:17].N1C(C)=CC=CC=1C. The catalyst is C(Cl)Cl. The product is [Si:1]([O:8][C@H:30]([CH2:29][CH2:28][C@H:27]([CH3:49])[CH2:26][C@H:25]([CH3:50])[C@@H:24]([O:23][Si:16]([C:19]([CH3:20])([CH3:21])[CH3:22])([CH3:18])[CH3:17])[C@@H:51]([CH3:98])/[CH:52]=[CH:53]\[C@@H:54]([O:90][Si:91]([C:94]([CH3:97])([CH3:96])[CH3:95])([CH3:92])[CH3:93])[CH2:55][C@H:56]([O:82][Si:83]([C:86]([CH3:89])([CH3:88])[CH3:87])([CH3:84])[CH3:85])[C@H:57]([CH3:81])/[CH:58]=[CH:59]/[CH2:60][O:61][C:62]([C:63]1[CH:64]=[CH:65][CH:66]=[CH:67][CH:68]=1)([C:69]1[CH:70]=[CH:71][CH:72]=[CH:73][CH:74]=1)[C:75]1[CH:80]=[CH:79][CH:78]=[CH:77][CH:76]=1)[C@@H:31]([C@@H:33]1[C@@H:38]([CH3:39])[CH2:37][O:36][CH:35]([C:40]2[CH:41]=[CH:42][C:43]([O:46][CH3:47])=[CH:44][CH:45]=2)[O:34]1)[CH3:32])([C:4]([CH3:7])([CH3:6])[CH3:5])([CH3:3])[CH3:2]. The yield is 0.990. (2) The reactants are Cl.[C:2]([NH:6][NH2:7])([CH3:5])([CH3:4])[CH3:3].C([C:11](=[C:17]=[CH:18]N(C)C)[C:12]([O:14][CH2:15][CH3:16])=[O:13])(=O)C.[CH2:22](O)C. The catalyst is CCOCC. The product is [C:2]([N:6]1[C:18]([CH3:22])=[CH:17][C:11]([C:12]([O:14][CH2:15][CH3:16])=[O:13])=[N:7]1)([CH3:5])([CH3:4])[CH3:3]. The yield is 0.450. (3) The reactants are [Br:1][C:2]1[CH:6]=[N:5][N:4]([CH3:7])[C:3]=1[C:8]1[CH:9]=[C:10]([NH:15][C:16]([NH:18][C:19]2[CH:24]=[CH:23][C:22]([Cl:25])=[CH:21][CH:20]=2)=[O:17])[CH:11]=[CH:12][C:13]=1[OH:14].O[CH2:27][CH2:28][C:29]1[CH:34]=[CH:33][N:32]=[CH:31][CH:30]=1.C1(P(C2C=CC=CC=2)C2C=CC=CC=2)C=CC=CC=1.CC(OC(/N=N/C(OC(C)C)=O)=O)C. No catalyst specified. The product is [Br:1][C:2]1[CH:6]=[N:5][N:4]([CH3:7])[C:3]=1[C:8]1[CH:9]=[C:10]([NH:15][C:16]([NH:18][C:19]2[CH:20]=[CH:21][C:22]([Cl:25])=[CH:23][CH:24]=2)=[O:17])[CH:11]=[CH:12][C:13]=1[O:14][CH2:27][CH2:28][C:29]1[CH:34]=[CH:33][N:32]=[CH:31][CH:30]=1. The yield is 0.440. (4) The reactants are [Cl:1][C:2]1[N:6]([CH3:7])[N:5]=[CH:4][C:3]=1[C:8]([OH:10])=O.O1CCCC1.C(Cl)(=O)C(Cl)=O.[NH2:22][C:23]1[CH:24]=[C:25]([CH:42]=[CH:43][CH:44]=1)[O:26][C:27]1[CH:28]=[CH:29][C:30]2[N:31]([N:33]=[C:34]([NH:36][C:37]([CH:39]3[CH2:41][CH2:40]3)=[O:38])[N:35]=2)[CH:32]=1. The catalyst is CN(C)C=O.CN(C)C(=O)C. The product is [Cl:1][C:2]1[N:6]([CH3:7])[N:5]=[CH:4][C:3]=1[C:8]([NH:22][C:23]1[CH:44]=[CH:43][CH:42]=[C:25]([O:26][C:27]2[CH:28]=[CH:29][C:30]3[N:31]([N:33]=[C:34]([NH:36][C:37]([CH:39]4[CH2:40][CH2:41]4)=[O:38])[N:35]=3)[CH:32]=2)[CH:24]=1)=[O:10]. The yield is 0.0900.